Dataset: Peptide-MHC class II binding affinity with 134,281 pairs from IEDB. Task: Regression. Given a peptide amino acid sequence and an MHC pseudo amino acid sequence, predict their binding affinity value. This is MHC class II binding data. The peptide sequence is KYYLRLWAPELAKSQ. The MHC is DRB1_0401 with pseudo-sequence DRB1_0401. The binding affinity (normalized) is 0.895.